Task: Predict which catalyst facilitates the given reaction.. Dataset: Catalyst prediction with 721,799 reactions and 888 catalyst types from USPTO Reactant: CS(O)(=O)=O.[NH2:6][CH2:7][C:8]1[CH:9]=[C:10]2[C:14](=[CH:15][CH:16]=1)[C:13](=[O:17])[N:12]([CH:18]1[CH2:23][CH2:22][C:21](=[O:24])[NH:20][C:19]1=[O:25])[CH2:11]2.[Cl:26][C:27]1[CH:28]=[C:29]([N:34]=[C:35]=[O:36])[CH:30]=[CH:31][C:32]=1[F:33].C(N(CC)CC)C.Cl. Product: [Cl:26][C:27]1[CH:28]=[C:29]([NH:34][C:35]([NH:6][CH2:7][C:8]2[CH:9]=[C:10]3[C:14](=[CH:15][CH:16]=2)[C:13](=[O:17])[N:12]([CH:18]2[CH2:23][CH2:22][C:21](=[O:24])[NH:20][C:19]2=[O:25])[CH2:11]3)=[O:36])[CH:30]=[CH:31][C:32]=1[F:33]. The catalyst class is: 10.